Dataset: Full USPTO retrosynthesis dataset with 1.9M reactions from patents (1976-2016). Task: Predict the reactants needed to synthesize the given product. (1) Given the product [CH:1]1([NH:4][C:5]([C:7]2[C:8](=[O:25])[N:9]([C:15]3[CH:20]=[CH:19][CH:18]=[C:17]([C:21]([F:24])([F:23])[F:22])[CH:16]=3)[C:10]([CH3:14])=[C:11]([S:31]([C:32]3[CH:37]=[CH:36][C:35]([O:38][CH3:39])=[CH:34][CH:33]=3)=[O:54])[CH:12]=2)=[O:6])[CH2:3][CH2:2]1, predict the reactants needed to synthesize it. The reactants are: [CH:1]1([NH:4][C:5]([C:7]2[C:8](=[O:25])[N:9]([C:15]3[CH:20]=[CH:19][CH:18]=[C:17]([C:21]([F:24])([F:23])[F:22])[CH:16]=3)[C:10]([CH3:14])=[C:11](I)[CH:12]=2)=[O:6])[CH2:3][CH2:2]1.C([Sn](CCCC)(CCCC)[S:31][C:32]1[CH:37]=[CH:36][C:35]([O:38][CH3:39])=[CH:34][CH:33]=1)CCC.CN1C(=[O:54])CCC1.OO. (2) Given the product [CH3:11][C:10]1[N:23]=[CH:14][N:8]([C:6]2[CH:5]=[C:4]([NH2:16])[CH:3]=[C:2]([Cl:1])[CH:7]=2)[C:9]=1[CH3:13], predict the reactants needed to synthesize it. The reactants are: [Cl:1][C:2]1[CH:3]=[C:4]([NH:16]C=O)[CH:5]=[C:6]([N:8]([CH:14]=O)[CH:9]([CH3:13])[C:10](=O)[CH3:11])[CH:7]=1.C([O-])(=O)C.[NH4+:23].C(O)(=O)C.[OH-].[Na+]. (3) Given the product [Cl:10][C:11]1[CH:16]=[CH:15][C:14]([C:2]2[CH:3]=[N:4][N:5]([CH3:9])[C:6]=2[CH:7]=[O:8])=[CH:13][CH:12]=1, predict the reactants needed to synthesize it. The reactants are: Br[C:2]1[CH:3]=[N:4][N:5]([CH3:9])[C:6]=1[CH:7]=[O:8].[Cl:10][C:11]1[CH:16]=[CH:15][C:14](B(O)O)=[CH:13][CH:12]=1.C(=O)([O-])[O-].[K+].[K+]. (4) Given the product [CH:16]1([C:20]2[N:21]([CH2:2][C:3]3[C:12]4[C:7](=[C:8]([F:14])[C:9]([F:13])=[CH:10][CH:11]=4)[NH:6][C:5](=[O:15])[CH:4]=3)[C:22]3[CH:28]=[CH:27][CH:26]=[CH:25][C:23]=3[N:24]=2)[CH2:17][CH2:18][CH2:19]1, predict the reactants needed to synthesize it. The reactants are: Br[CH2:2][C:3]1[C:12]2[C:7](=[C:8]([F:14])[C:9]([F:13])=[CH:10][CH:11]=2)[NH:6][C:5](=[O:15])[CH:4]=1.[CH:16]1([C:20]2[NH:24][C:23]3[CH:25]=[CH:26][CH:27]=[CH:28][C:22]=3[N:21]=2)[CH2:19][CH2:18][CH2:17]1. (5) Given the product [CH3:1][O:2][C:3]([C:5]1[C:6](=[O:17])[S:7][C:8]2[C:13]([C:14]=1[OH:15])=[CH:12][C:11]([C:20]1[CH:21]=[CH:22][CH:23]=[CH:24][C:19]=1[Cl:18])=[CH:10][CH:9]=2)=[O:4], predict the reactants needed to synthesize it. The reactants are: [CH3:1][O:2][C:3]([C:5]1[C:6](=[O:17])[S:7][C:8]2[C:13]([C:14]=1[OH:15])=[CH:12][C:11](Br)=[CH:10][CH:9]=2)=[O:4].[Cl:18][C:19]1[CH:24]=[CH:23][CH:22]=[CH:21][C:20]=1B(O)O. (6) Given the product [CH3:20][O:19][C:17]([C:16]1[CH:21]=[CH:22][CH:23]=[CH:24][C:15]=1[O:14][C:2]1[CH:10]=[CH:9][C:5]([C:6]([OH:8])=[O:7])=[CH:4][C:3]=1[N+:11]([O-:13])=[O:12])=[O:18], predict the reactants needed to synthesize it. The reactants are: F[C:2]1[CH:10]=[CH:9][C:5]([C:6]([OH:8])=[O:7])=[CH:4][C:3]=1[N+:11]([O-:13])=[O:12].[OH:14][C:15]1[CH:24]=[CH:23][CH:22]=[CH:21][C:16]=1[C:17]([O:19][CH3:20])=[O:18].C([O-])([O-])=O.[Cs+].[Cs+].